Dataset: Reaction yield outcomes from USPTO patents with 853,638 reactions. Task: Predict the reaction yield, written as a fraction of the theoretical maximum amount of product (1.0 means a 100% yield; for example, 0.34 means a 34% yield). (1) The reactants are [CH2:1]([C:3]1[O:4][C:5]2[CH:22]=[CH:21][CH:20]=[CH:19][C:6]=2[C:7]=1[C:8]([C:10]1[CH:15]=[CH:14][C:13]([O:16]C)=[C:12]([F:18])[CH:11]=1)=[O:9])[CH3:2]. The catalyst is CN(C=O)C. The product is [CH2:1]([C:3]1[O:4][C:5]2[CH:22]=[CH:21][CH:20]=[CH:19][C:6]=2[C:7]=1[C:8]([C:10]1[CH:15]=[CH:14][C:13]([OH:16])=[C:12]([F:18])[CH:11]=1)=[O:9])[CH3:2]. The yield is 0.540. (2) The reactants are Br[C:2]1[CH:7]=[CH:6][CH:5]=[CH:4][N:3]=1.[Br:8][C:9]1[CH:10]=[C:11]([OH:15])[CH:12]=[CH:13][CH:14]=1.C([O-])([O-])=O.[K+].[K+]. The catalyst is CN(C=O)C. The product is [Br:8][C:9]1[CH:10]=[C:11]([CH:12]=[CH:13][CH:14]=1)[O:15][C:2]1[CH:7]=[CH:6][CH:5]=[CH:4][N:3]=1. The yield is 0.303. (3) The reactants are [F:1][CH2:2][C:3](=[CH2:9])[C:4]([O:6][CH2:7][CH3:8])=[O:5].[CH2:10]([N:17]([CH2:21][Si](C)(C)C)[CH2:18]OC)[C:11]1[CH:16]=[CH:15][CH:14]=[CH:13][CH:12]=1.C(O)(C(F)(F)F)=O. The catalyst is ClCCl. The product is [CH2:10]([N:17]1[CH2:18][CH2:9][C:3]([CH2:2][F:1])([C:4]([O:6][CH2:7][CH3:8])=[O:5])[CH2:21]1)[C:11]1[CH:12]=[CH:13][CH:14]=[CH:15][CH:16]=1. The yield is 0.580. (4) The yield is 0.140. The product is [CH3:1][CH:2]1[CH2:6][C:5]2[C:7]([CH3:19])=[C:8]([N:13]3[CH2:14][CH2:15][N:16]([C:21]4[S:22][CH:23]=[N:24][N:25]=4)[CH2:17][CH2:18]3)[C:9]([CH3:12])=[C:10]([CH3:11])[C:4]=2[O:3]1. No catalyst specified. The reactants are [CH3:1][CH:2]1[CH2:6][C:5]2[C:7]([CH3:19])=[C:8]([N:13]3[CH2:18][CH2:17][NH:16][CH2:15][CH2:14]3)[C:9]([CH3:12])=[C:10]([CH3:11])[C:4]=2[O:3]1.Br[C:21]1[S:22][CH:23]=[N:24][N:25]=1. (5) The reactants are [F:1][C:2]1[CH:13]=[CH:12][CH:11]=[CH:10][C:3]=1[C:4](N(OC)C)=[O:5].[CH:14]([Mg]Br)=[CH2:15]. The catalyst is C1COCC1. The product is [F:1][C:2]1[CH:13]=[CH:12][CH:11]=[CH:10][C:3]=1[C:4](=[O:5])[CH:14]=[CH2:15]. The yield is 0.584. (6) The reactants are Br[C:2]1[CH:7]=[CH:6][C:5]([Br:8])=[CH:4][C:3]=1[N+:9]([O-:11])=[O:10]. The catalyst is CN(C)C=O. The product is [Br:8][C:5]1[CH:6]=[CH:7][C:2]([C:2]2[CH:7]=[CH:6][C:5]([Br:8])=[CH:4][C:3]=2[N+:9]([O-:11])=[O:10])=[C:3]([N+:9]([O-:11])=[O:10])[CH:4]=1. The yield is 0.600. (7) The reactants are [F:1][C:2]1[CH:10]=[CH:9][C:5]([C:6](Cl)=[O:7])=[CH:4][CH:3]=1.[Cl:11][C:12]1[CH:18]=[CH:17][C:15]([NH2:16])=[CH:14][CH:13]=1.Cl. The catalyst is [Cl-].[Cl-].[Zn+2]. The product is [Cl:11][C:12]1[CH:18]=[CH:17][C:15]([NH:16][C:6](=[O:7])[C:5]2[CH:9]=[CH:10][C:2]([F:1])=[CH:3][CH:4]=2)=[C:14]([C:6](=[O:7])[C:5]2[CH:9]=[CH:10][C:2]([F:1])=[CH:3][CH:4]=2)[CH:13]=1. The yield is 0.290.